Dataset: Reaction yield outcomes from USPTO patents with 853,638 reactions. Task: Predict the reaction yield, written as a fraction of the theoretical maximum amount of product (1.0 means a 100% yield; for example, 0.34 means a 34% yield). (1) The catalyst is ClCCl. The product is [NH2:28][C@@H:4]([CH2:5][C@H:6]1[CH2:17][CH2:16][C:15]2[S:14][C:13]3[N:12]=[CH:11][N:10]=[C:9]([O:18][CH:19]4[CH2:20][CH2:21][CH:22]([N:25]([CH3:26])[CH3:27])[CH2:23][CH2:24]4)[C:8]=3[C:7]1=2)[C:1]([NH2:2])=[O:3]. The yield is 0.370. The reactants are [C:1]([C@@H:4]([NH:28]C(=O)OCC1C=CC=CC=1)[CH2:5][C@H:6]1[CH2:17][CH2:16][C:15]2[S:14][C:13]3[N:12]=[CH:11][N:10]=[C:9]([O:18][CH:19]4[CH2:24][CH2:23][CH:22]([N:25]([CH3:27])[CH3:26])[CH2:21][CH2:20]4)[C:8]=3[C:7]1=2)(=[O:3])[NH2:2].Cl. (2) The reactants are [Cl:1][C:2]1[CH:3]=[C:4]([CH:10]=[CH:11][CH:12]=1)[CH2:5]P(=O)([O-])[O-].[Li]CCCC.[CH3:18][CH2:19][CH2:20][CH2:21][CH2:22][CH3:23].C(=O)CCCC#C. The catalyst is C1COCC1. The product is [Cl:1][C:2]1[CH:12]=[CH:11][CH:10]=[C:4]([CH:5]=[CH:23][CH2:22][CH2:21][CH2:20][C:19]#[CH:18])[CH:3]=1. The yield is 0.930. (3) The reactants are [CH3:1][N:2]1[C:6]2[CH:7]=[C:8]([O:21][C:22]3[CH:27]=[CH:26][CH:25]=[C:24]([O:28][CH2:29][C:30]([CH3:32])=[CH2:31])[CH:23]=3)[C:9]([NH:11][S:12]([C:15]3[N:16]=[CH:17][N:18]([CH3:20])[CH:19]=3)(=[O:14])=[O:13])=[CH:10][C:5]=2[N:4]([CH3:33])[C:3]1=[O:34].B.C1C[O:39]CC1. No catalyst specified. The product is [OH:39][CH2:31][CH:30]([CH3:32])[CH2:29][O:28][C:24]1[CH:23]=[C:22]([CH:27]=[CH:26][CH:25]=1)[O:21][C:8]1[C:9]([NH:11][S:12]([C:15]2[N:16]=[CH:17][N:18]([CH3:20])[CH:19]=2)(=[O:13])=[O:14])=[CH:10][C:5]2[N:4]([CH3:33])[C:3](=[O:34])[N:2]([CH3:1])[C:6]=2[CH:7]=1. The yield is 0.0900. (4) The reactants are Cl[C:2]1[CH:7]=[C:6]([Cl:8])[CH:5]=[CH:4][N:3]=1.[C:9]1(B(O)O)[CH:14]=[CH:13][CH:12]=[CH:11][CH:10]=1.C(=O)([O-])[O-].[K+].[K+].C(COC)OC. The catalyst is C1C=CC([P]([Pd]([P](C2C=CC=CC=2)(C2C=CC=CC=2)C2C=CC=CC=2)([P](C2C=CC=CC=2)(C2C=CC=CC=2)C2C=CC=CC=2)[P](C2C=CC=CC=2)(C2C=CC=CC=2)C2C=CC=CC=2)(C2C=CC=CC=2)C2C=CC=CC=2)=CC=1.O. The product is [Cl:8][C:6]1[CH:5]=[CH:4][N:3]=[C:2]([C:9]2[CH:14]=[CH:13][CH:12]=[CH:11][CH:10]=2)[CH:7]=1. The yield is 0.880. (5) The yield is 0.430. The reactants are [Cl:1][C:2]1[CH:7]=[CH:6][C:5]([CH2:8][C:9]([OH:11])=O)=[CH:4][CH:3]=1.[CH:12]([N:15]1[C:19]2[N:20]=[CH:21][N:22]=[CH:23][C:18]=2[C:17]([C:24]([C:26]2[CH:27]=[N:28][CH:29]=[C:30]([NH:32][CH3:33])[CH:31]=2)=[O:25])=[CH:16]1)([CH3:14])[CH3:13].F[P-](F)(F)(F)(F)F.CN(C(=[N+](C)C)ON1C2=NC=CC=C2N=N1)C. The product is [Cl:1][C:2]1[CH:3]=[CH:4][C:5]([CH2:8][C:9]([N:32]([C:30]2[CH:29]=[N:28][CH:27]=[C:26]([C:24]([C:17]3[C:18]4[CH:23]=[N:22][CH:21]=[N:20][C:19]=4[N:15]([CH:12]([CH3:14])[CH3:13])[CH:16]=3)=[O:25])[CH:31]=2)[CH3:33])=[O:11])=[CH:6][CH:7]=1. The catalyst is N1C=CC=CC=1. (6) The reactants are CO[CH2:3][CH2:4]OC.Br[C:8]1[C:20]([C:21]([CH3:24])([CH3:23])[CH3:22])=[CH:19][C:18]2[C:17]3[C:12](=[CH:13][C:14](Br)=[C:15]([C:25]([CH3:28])([CH3:27])[CH3:26])[CH:16]=3)[CH2:11][C:10]=2[CH:9]=1.[CH:30]1[C:39]2[C:34](=[CH:35][CH:36]=[CH:37][CH:38]=2)[CH:33]=[CH:32][C:31]=1OB(O)O.C(=O)([O-])[O-].[Na+].[Na+]. The catalyst is C(O)C.ClCCl.CCCCCC. The product is [CH:30]1[C:39]2[C:34](=[CH:35][CH:36]=[CH:37][CH:38]=2)[CH:33]=[CH:32][C:31]=1[C:14]1[C:15]([C:25]([CH3:27])([CH3:26])[CH3:28])=[CH:16][C:17]2[C:18]3[C:10](=[CH:9][C:8]([C:4]4[CH:3]=[CH:17][C:18]5[C:10](=[CH:9][CH:8]=[CH:20][CH:19]=5)[CH:11]=4)=[C:20]([C:21]([CH3:24])([CH3:23])[CH3:22])[CH:19]=3)[CH2:11][C:12]=2[CH:13]=1. The yield is 0.740. (7) The reactants are [CH3:1][C:2]1[CH:7]=[CH:6][C:5]([S:8]([O:11][CH2:12][CH:13]2[CH2:17][C:16]3[CH:18]=[CH:19][CH:20]=[C:21](Br)[C:15]=3[O:14]2)(=[O:10])=[O:9])=[CH:4][CH:3]=1.[C:23](/[CH:27]=[CH:28]/B(O)O)([CH3:26])([CH3:25])[CH3:24].C(=O)([O-])[O-].[K+].[K+].CC1C=CC(S(OCC2CC3C(C4C=CC=CC=4)=CC=CC=3O2)(=O)=O)=CC=1. The catalyst is CC1C=CC=CC=1[P](C1C=CC=CC=1C)([Pd](Cl)(Cl)[P](C1=C(C)C=CC=C1)(C1C=CC=CC=1C)C1C=CC=CC=1C)C1C=CC=CC=1C. The product is [CH3:1][C:2]1[CH:7]=[CH:6][C:5]([S:8]([O:11][CH2:12][CH:13]2[CH2:17][C:16]3[CH:18]=[CH:19][CH:20]=[C:21](/[CH:28]=[CH:27]/[C:23]([CH3:26])([CH3:25])[CH3:24])[C:15]=3[O:14]2)(=[O:10])=[O:9])=[CH:4][CH:3]=1. The yield is 0.810. (8) The reactants are [F:1][C:2]1[C:10]([CH3:11])=[C:9]([F:12])[CH:8]=[CH:7][C:3]=1[C:4]([O-:6])=O.S(Cl)(Cl)=O.[CH3:17][N:18]([CH3:26])[CH:19]=[CH:20][C:21]([O:23][CH2:24][CH3:25])=[O:22].C(N(CC)CC)C. The catalyst is C1(C)C=CC=CC=1.O1CCCC1.CCCCCC.CN(C)C=O. The product is [F:1][C:2]1[C:10]([CH3:11])=[C:9]([F:12])[CH:8]=[CH:7][C:3]=1[C:4]([C:20](=[CH:19][N:18]([CH3:26])[CH3:17])[C:21]([O:23][CH2:24][CH3:25])=[O:22])=[O:6]. The yield is 0.780. (9) The reactants are Cl[C:2]1[C:11]2[C:6](=[CH:7][C:8]([C:14]3[C:15]([CH3:20])=[N:16][O:17][C:18]=3[CH3:19])=[C:9]([O:12][CH3:13])[CH:10]=2)[N:5]=[CH:4][C:3]=1[N+:21]([O-:23])=[O:22].[N:24]1[CH:29]=[CH:28][CH:27]=[CH:26][C:25]=1[C@H:30]([NH2:32])[CH3:31]. The catalyst is O1CCOCC1. The product is [CH3:20][C:15]1[C:14]([C:8]2[CH:7]=[C:6]3[C:11]([C:2]([NH:32][C@@H:30]([C:25]4[CH:26]=[CH:27][CH:28]=[CH:29][N:24]=4)[CH3:31])=[C:3]([N+:21]([O-:23])=[O:22])[CH:4]=[N:5]3)=[CH:10][C:9]=2[O:12][CH3:13])=[C:18]([CH3:19])[O:17][N:16]=1. The yield is 0.920. (10) The reactants are [NH2:1][C:2]1[C:10]([Cl:11])=[CH:9][CH:8]=[CH:7][C:3]=1[C:4]([OH:6])=[O:5].FC1C=CC=CC=1C(Cl)=O.[Br:22][C:23]1[CH:31]=[CH:30][CH:29]=[CH:28][C:24]=1[C:25](Cl)=O. The product is [Cl:11][C:10]1[C:2]2[N:1]=[C:25]([C:24]3[CH:28]=[CH:29][CH:30]=[CH:31][C:23]=3[Br:22])[O:5][C:4](=[O:6])[C:3]=2[CH:7]=[CH:8][CH:9]=1. The yield is 0.500. No catalyst specified.